This data is from Reaction yield outcomes from USPTO patents with 853,638 reactions. The task is: Predict the reaction yield, written as a fraction of the theoretical maximum amount of product (1.0 means a 100% yield; for example, 0.34 means a 34% yield). (1) The reactants are [Br:1]Br.C([O-])(=O)C.[Na+].[F:8][C:9]1[CH:18]=[C:17]([C:19]2[CH:20]=[N:21][C:22]3[N:23]([CH:25]=[CH:26][N:27]=3)[CH:24]=2)[CH:16]=[CH:15][C:10]=1[C:11]([NH:13][CH3:14])=[O:12]. The catalyst is C(O)(=O)C. The product is [Br:1][C:25]1[N:23]2[CH:24]=[C:19]([C:17]3[CH:16]=[CH:15][C:10]([C:11]([NH:13][CH3:14])=[O:12])=[C:9]([F:8])[CH:18]=3)[CH:20]=[N:21][C:22]2=[N:27][CH:26]=1. The yield is 0.886. (2) The reactants are Cl[CH2:2][C:3]([CH3:6])([OH:5])[CH3:4].[OH:7][C:8]1[CH:15]=[CH:14][C:11]([C:12]#[N:13])=[CH:10][CH:9]=1.C([O-])([O-])=O.[K+].[K+]. The catalyst is O.C(O)C. The product is [OH:5][C:3]([CH3:6])([CH3:4])[CH2:2][O:7][C:8]1[CH:15]=[CH:14][C:11]([C:12]#[N:13])=[CH:10][CH:9]=1. The yield is 0.940. (3) The reactants are [OH:1][CH:2]([C:17]1[CH:22]=[CH:21][C:20]([C:23]2[N:27]=[C:26]([C:28]3[O:32][N:31]=[C:30]([C:33]4[CH:38]=[CH:37][CH:36]=[CH:35][CH:34]=4)[C:29]=3[C:39]([F:42])([F:41])[F:40])[O:25][N:24]=2)=[CH:19][CH:18]=1)[C:3]([NH:5][CH:6]1[CH2:9][N:8](C(OC(C)(C)C)=O)[CH2:7]1)=[O:4].[C:43]([OH:49])([C:45]([F:48])([F:47])[F:46])=[O:44]. The catalyst is C(Cl)Cl. The product is [NH:8]1[CH2:7][CH:6]([NH:5][C:3](=[O:4])[CH:2]([OH:1])[C:17]2[CH:22]=[CH:21][C:20]([C:23]3[N:27]=[C:26]([C:28]4[O:32][N:31]=[C:30]([C:33]5[CH:38]=[CH:37][CH:36]=[CH:35][CH:34]=5)[C:29]=4[C:39]([F:42])([F:40])[F:41])[O:25][N:24]=3)=[CH:19][CH:18]=2)[CH2:9]1.[C:43]([OH:49])([C:45]([F:48])([F:47])[F:46])=[O:44]. The yield is 0.226. (4) The reactants are C(OC([N:8]1[CH2:12][CH2:11][CH2:10][C:9]1([CH2:31][CH2:32][CH2:33][CH3:34])[C:13](=[O:30])[C:14]1[CH:19]=[CH:18][C:17]([N:20]([Si](C)(C)C)[Si](C)(C)C)=[C:16]([Cl:29])[CH:15]=1)=O)(C)(C)C. The catalyst is Cl. The product is [NH2:20][C:17]1[CH:18]=[CH:19][C:14]([C:13]([C:9]2([CH2:31][CH2:32][CH2:33][CH3:34])[CH2:10][CH2:11][CH2:12][NH:8]2)=[O:30])=[CH:15][C:16]=1[Cl:29]. The yield is 1.00. (5) The reactants are [CH3:1][C:2]1[CH:3]=[CH:4][C:5]([N+:11]([O-:13])=[O:12])=[C:6]([CH:10]=1)[C:7]([OH:9])=O.C(Cl)(=O)C(Cl)=O.[NH2:20][C:21]1[CH:26]=[CH:25][C:24]([Cl:27])=[CH:23][N:22]=1.N1C=CC=CC=1. The catalyst is ClCCl.CN(C)C=O.O. The product is [Cl:27][C:24]1[CH:25]=[CH:26][C:21]([NH:20][C:7](=[O:9])[C:6]2[CH:10]=[C:2]([CH3:1])[CH:3]=[CH:4][C:5]=2[N+:11]([O-:13])=[O:12])=[N:22][CH:23]=1. The yield is 0.690. (6) The reactants are Br[C:2]1[N:7]=[CH:6][C:5]([NH:8][C:9]([CH:11]2[CH2:16][CH2:15][N:14]([C:17]([O:19][C:20]([CH3:23])([CH3:22])[CH3:21])=[O:18])[CH2:13][CH2:12]2)=[O:10])=[CH:4][CH:3]=1.[CH3:24][S:25]([C:28]1[CH:33]=[CH:32][C:31](B(O)O)=[CH:30][CH:29]=1)(=[O:27])=[O:26].C([O-])([O-])=O.[Na+].[Na+]. The catalyst is COCCOC.Cl[Pd](Cl)([P](C1C=CC=CC=1)(C1C=CC=CC=1)C1C=CC=CC=1)[P](C1C=CC=CC=1)(C1C=CC=CC=1)C1C=CC=CC=1. The product is [CH3:24][S:25]([C:28]1[CH:33]=[CH:32][C:31]([C:2]2[N:7]=[CH:6][C:5]([NH:8][C:9]([CH:11]3[CH2:16][CH2:15][N:14]([C:17]([O:19][C:20]([CH3:23])([CH3:22])[CH3:21])=[O:18])[CH2:13][CH2:12]3)=[O:10])=[CH:4][CH:3]=2)=[CH:30][CH:29]=1)(=[O:27])=[O:26]. The yield is 0.680. (7) The reactants are [CH3:1][CH:2]1[NH:7][CH:6]([CH3:8])[CH2:5][N:4]([C:9]2[CH:19]=[CH:18][C:12]([C:13]([O:15][CH2:16][CH3:17])=[O:14])=[CH:11][CH:10]=2)[CH2:3]1.[CH2:20]=O.[BH4-].[Na+]. The catalyst is C(O)C.C(#N)C.CC(C)[O-].[Ti+4].CC(C)[O-].CC(C)[O-].CC(C)[O-]. The product is [CH3:8][CH:6]1[N:7]([CH3:20])[CH:2]([CH3:1])[CH2:3][N:4]([C:9]2[CH:19]=[CH:18][C:12]([C:13]([O:15][CH2:16][CH3:17])=[O:14])=[CH:11][CH:10]=2)[CH2:5]1. The yield is 1.12. (8) The reactants are [C:1]1([C:15]([O-])=[C:11]([N+:12]([O-:14])=[O:13])[CH:10]=[C:6]([N+:7]([O-:9])=[O:8])[CH:5]=1)[N+:2]([O-:4])=[O:3].[NH4+:17].P([O-])([O-])(O)=O.[NH4+].[NH4+].O. The catalyst is S1(CCCC1)(=O)=O. The product is [CH:5]1[C:1]([N+:2]([O-:4])=[O:3])=[C:15]([NH2:17])[C:11]([N+:12]([O-:14])=[O:13])=[CH:10][C:6]=1[N+:7]([O-:9])=[O:8]. The yield is 0.870. (9) No catalyst specified. The reactants are [F:1][C:2]1[CH:3]=[CH:4][C:5]([CH3:19])=[C:6]([C:8]2[CH:17]=[C:16]3[C:11]([CH:12]=[C:13]([NH2:18])[N:14]=[CH:15]3)=[CH:10][CH:9]=2)[CH:7]=1.CN(C)C=O.[H-].[Na+].[CH:27]1([CH2:30]Br)[CH2:29][CH2:28]1. The yield is 0.160. The product is [CH:27]1([CH2:30][NH:18][C:13]2[N:14]=[CH:15][C:16]3[C:11]([CH:12]=2)=[CH:10][CH:9]=[C:8]([C:6]2[CH:7]=[C:2]([F:1])[CH:3]=[CH:4][C:5]=2[CH3:19])[CH:17]=3)[CH2:29][CH2:28]1. (10) The reactants are [CH3:1][C:2](C)([O-])C.[K+].[C:7]([O:11][C:12]([NH:14][C@H:15]1[CH2:20][CH2:19][C@H:18]([C:21]([C:23]2[S:27][CH:26]=[C:25]([C:28]([O:30][CH3:31])=[O:29])[C:24]=2[CH3:32])=O)[CH2:17][CH2:16]1)=[O:13])([CH3:10])([CH3:9])[CH3:8]. The catalyst is [Br-].C([P+](C1C=CC=CC=1)(C1C=CC=CC=1)C1C=CC=CC=1)C.C1COCC1. The product is [C:7]([O:11][C:12]([NH:14][C@H:15]1[CH2:20][CH2:19][C@H:18](/[C:21](/[C:23]2[S:27][CH:26]=[C:25]([C:28]([O:30][CH3:31])=[O:29])[C:24]=2[CH3:32])=[CH:1]\[CH3:2])[CH2:17][CH2:16]1)=[O:13])([CH3:10])([CH3:9])[CH3:8]. The yield is 0.465.